Dataset: Catalyst prediction with 721,799 reactions and 888 catalyst types from USPTO. Task: Predict which catalyst facilitates the given reaction. (1) Reactant: Br[C:2]1[CH:3]=[CH:4][C:5]2[O:9][C:8]([CH:10]([NH:17][C:18]3[CH:23]=[CH:22][C:21]([C:24]([N:26]([CH3:34])[CH2:27][CH2:28][C:29]([O:31][CH2:32][CH3:33])=[O:30])=[O:25])=[CH:20][CH:19]=3)[CH:11]3[CH2:16][CH2:15][CH2:14][CH2:13][CH2:12]3)=[C:7]([CH3:35])[C:6]=2[CH:36]=1.[CH3:37][O:38][C:39]1[N:44]=[CH:43][C:42](B(O)O)=[CH:41][CH:40]=1.C(=O)([O-])[O-].[K+].[K+]. Product: [CH:11]1([CH:10]([NH:17][C:18]2[CH:19]=[CH:20][C:21]([C:24]([N:26]([CH3:34])[CH2:27][CH2:28][C:29]([O:31][CH2:32][CH3:33])=[O:30])=[O:25])=[CH:22][CH:23]=2)[C:8]2[O:9][C:5]3[CH:4]=[CH:3][C:2]([C:42]4[CH:43]=[N:44][C:39]([O:38][CH3:37])=[CH:40][CH:41]=4)=[CH:36][C:6]=3[C:7]=2[CH3:35])[CH2:16][CH2:15][CH2:14][CH2:13][CH2:12]1. The catalyst class is: 80. (2) Reactant: [NH:1]1[C:9]2[C:4](=[CH:5][CH:6]=[CH:7][CH:8]=2)[CH:3]=[CH:2]1.Cl.Cl[C:12]1[CH:17]=[CH:16][N:15]=[CH:14][CH:13]=1.O1CCOCC1.C([Li])(C)(C)C. Product: [N:15]1[CH:16]=[CH:17][C:12]([N:1]2[C:9]3[C:4](=[CH:5][CH:6]=[CH:7][CH:8]=3)[CH:3]=[CH:2]2)=[CH:13][CH:14]=1. The catalyst class is: 84. (3) Product: [NH:17]1[C:15]2=[N:16][C:11]([CH:8]([NH2:7])[CH2:9][CH3:10])=[CH:12][CH:13]=[C:14]2[CH:19]=[CH:18]1. The catalyst class is: 12. Reactant: C(OC(=O)[NH:7][C:8]1([C:11]2[N:16]=[C:15]3[NH:17][CH:18]=[CH:19][C:14]3=[CH:13][CH:12]=2)[CH2:10][CH2:9]1)(C)(C)C.Cl. (4) Reactant: [C:1]([O:5][C:6](=[O:25])[CH2:7][CH:8]([CH2:12][C:13]1[CH:18]=[CH:17][C:16]([C:19]2[CH:24]=[CH:23][CH:22]=[CH:21][CH:20]=2)=[CH:15][CH:14]=1)[C:9](O)=[O:10])([CH3:4])([CH3:3])[CH3:2].[CH:26]1C=CC2N(O)N=NC=2C=1.CCN=C=NCCCN(C)C.Cl.FC(F)(F)C(O)=O.[CH2:55]([O:57][C:58](=[O:65])[C@H:59]([CH3:64])[CH2:60][C@H:61](N)[CH3:62])[CH3:56].C(N(CC)CC)C. Product: [CH2:55]([O:57][C:58](=[O:65])[C@H:59]([CH3:64])[CH2:60][C@@H:61]([CH3:26])[CH2:62][C:9](=[O:10])[CH:8]([CH2:12][C:13]1[CH:18]=[CH:17][C:16]([C:19]2[CH:24]=[CH:23][CH:22]=[CH:21][CH:20]=2)=[CH:15][CH:14]=1)[CH2:7][C:6]([O:5][C:1]([CH3:4])([CH3:3])[CH3:2])=[O:25])[CH3:56]. The catalyst class is: 3. (5) Reactant: [Br:1][C:2]1[N:7]=[C:6]([C:8]([O:10][CH3:11])=[O:9])[C:5]([OH:12])=[CH:4][CH:3]=1.[CH3:13][N:14]([CH3:25])[C:15]1[CH:16]=[C:17]([CH:22]=[CH:23][CH:24]=1)[O:18][CH2:19][CH2:20]O.N(C(OCC)=O)=NC(OCC)=O. Product: [Br:1][C:2]1[N:7]=[C:6]([C:8]([O:10][CH3:11])=[O:9])[C:5]([O:12][CH2:20][CH2:19][O:18][C:17]2[CH:22]=[CH:23][CH:24]=[C:15]([N:14]([CH3:13])[CH3:25])[CH:16]=2)=[CH:4][CH:3]=1. The catalyst class is: 2. (6) Reactant: [C:1]([O:10][CH3:11])(=[O:9])[C:2]1[C:3](=[CH:5][CH:6]=[CH:7][CH:8]=1)[SH:4].C[O-].[Na+].Br[CH2:16][CH:17]([O:21][CH2:22][CH3:23])[O:18][CH2:19][CH3:20].[Cl-].[NH4+]. Product: [CH2:19]([O:18][CH:17]([O:21][CH2:22][CH3:23])[CH2:16][S:4][C:3]1[CH:5]=[CH:6][CH:7]=[CH:8][C:2]=1[C:1]([O:10][CH3:11])=[O:9])[CH3:20]. The catalyst class is: 7. (7) Reactant: [F:1][C:2]1[C:7]([OH:8])=[CH:6][CH:5]=[CH:4][C:3]=1[CH2:9][NH:10][C:11]([C:13]1[CH:14]=[C:15]2[C:20](=[CH:21][CH:22]=1)[N:19]=[CH:18][CH:17]=[CH:16]2)=[O:12].Br[CH2:24][CH2:25][CH2:26][CH2:27][CH2:28][CH2:29][CH:30]=[CH2:31].CN(C=O)C.C(=O)([O-])[O-].[Cs+].[Cs+]. Product: [F:1][C:2]1[C:7]([O:8][CH2:31][CH2:30][CH2:29][CH2:28][CH2:27][CH2:26][CH:25]=[CH2:24])=[CH:6][CH:5]=[CH:4][C:3]=1[CH2:9][NH:10][C:11]([C:13]1[CH:14]=[C:15]2[C:20](=[CH:21][CH:22]=1)[N:19]=[CH:18][CH:17]=[CH:16]2)=[O:12]. The catalyst class is: 6. (8) Reactant: C1([C:7]2C=CC3C(=CC(C(=O)C)=CC=3)[N:8]=2)C=CC=CC=1.C(#N)CC#N.[S].N1CCOCC1.[CH:32]([NH2:34])=O.[NH2:35][C:36]1[S:37][CH:38]=[C:39]([C:43]2[CH:52]=[C:51]3[C:46]([CH:47]=[CH:48][C:49]([C:53]4[CH:58]=[CH:57][CH:56]=[CH:55][CH:54]=4)=[N:50]3)=[CH:45][CH:44]=2)[C:40]=1C#N. Product: [C:53]1([C:49]2[CH:48]=[CH:47][C:46]3[C:51](=[CH:52][C:43]([C:39]4[C:40]5[C:32]([NH2:34])=[N:8][CH:7]=[N:35][C:36]=5[S:37][CH:38]=4)=[CH:44][CH:45]=3)[N:50]=2)[CH:54]=[CH:55][CH:56]=[CH:57][CH:58]=1. The catalyst class is: 170.